This data is from Catalyst prediction with 721,799 reactions and 888 catalyst types from USPTO. The task is: Predict which catalyst facilitates the given reaction. Reactant: [CH2:1]([NH2:5])[CH:2]([CH3:4])[CH3:3].[Cl:6][C:7]1[CH:8]=[C:9]([CH:13]=[CH:14][C:15]=1[F:16])[C:10](Cl)=[O:11]. Product: [Cl:6][C:7]1[CH:8]=[C:9]([CH:13]=[CH:14][C:15]=1[F:16])[C:10]([NH:5][CH2:1][CH:2]([CH3:4])[CH3:3])=[O:11]. The catalyst class is: 2.